Dataset: Full USPTO retrosynthesis dataset with 1.9M reactions from patents (1976-2016). Task: Predict the reactants needed to synthesize the given product. (1) Given the product [CH3:1][O:2][C:3](=[O:7])[C@H:4]([O:6][CH:9]1[CH2:10][CH2:11][CH2:12][CH2:13][O:8]1)[CH3:5], predict the reactants needed to synthesize it. The reactants are: [CH3:1][O:2][C:3](=[O:7])[C@H:4]([OH:6])[CH3:5].[O:8]1[CH:13]=[CH:12][CH2:11][CH2:10][CH2:9]1.C12(CS(O)(=O)=O)C(C)(C)C(CC1)CC2=O. (2) Given the product [Cl:12][C:13]1[CH:14]=[CH:15][C:16]([O:22][CH2:23][C:24]2[CH:29]=[CH:28][C:27]([Cl:30])=[CH:26][C:25]=2[F:31])=[C:17]([CH2:2][C:3]2[N:8]=[C:7]([C:9]#[N:10])[CH:6]=[CH:5][C:4]=2[CH3:11])[CH:18]=1, predict the reactants needed to synthesize it. The reactants are: Cl[CH2:2][C:3]1[N:8]=[C:7]([C:9]#[N:10])[CH:6]=[CH:5][C:4]=1[CH3:11].[Cl:12][C:13]1[CH:14]=[CH:15][C:16]([O:22][CH2:23][C:24]2[CH:29]=[CH:28][C:27]([Cl:30])=[CH:26][C:25]=2[F:31])=[C:17](B(O)O)[CH:18]=1.C(=O)([O-])[O-].[K+].[K+]. (3) Given the product [OH:26][CH2:25][CH2:24][CH2:23][NH:22][C:3]1[C:2]([C:29]2[CH:28]=[N:27][CH:32]=[CH:31][CH:30]=2)=[CH:21][C:6]([C:7]([NH:9][C:10]2[CH:15]=[CH:14][C:13]([O:16][C:17]([F:20])([F:19])[F:18])=[CH:12][CH:11]=2)=[O:8])=[CH:5][N:4]=1, predict the reactants needed to synthesize it. The reactants are: Br[C:2]1[C:3]([NH:22][CH2:23][CH2:24][CH2:25][OH:26])=[N:4][CH:5]=[C:6]([CH:21]=1)[C:7]([NH:9][C:10]1[CH:15]=[CH:14][C:13]([O:16][C:17]([F:20])([F:19])[F:18])=[CH:12][CH:11]=1)=[O:8].[N:27]1[CH:32]=[CH:31][CH:30]=[C:29](B(O)O)[CH:28]=1.C([O-])([O-])=O.[Na+].[Na+].CCO. (4) Given the product [Cl:12][C:13]1[C:17]([CH2:18][S:19]([C:20]2[CH2:24][C:23]([CH3:25])([CH3:26])[O:22][N:21]=2)(=[O:9])=[O:30])=[C:16]([Cl:27])[N:15]([CH2:28][CH3:29])[N:14]=1, predict the reactants needed to synthesize it. The reactants are: ClC1C=CC=C(C(OO)=[O:9])C=1.[Cl:12][C:13]1[C:17]([CH2:18][S:19][C:20]2[CH2:24][C:23]([CH3:26])([CH3:25])[O:22][N:21]=2)=[C:16]([Cl:27])[N:15]([CH2:28][CH3:29])[N:14]=1.[OH2:30]. (5) Given the product [OH:11][C@@H:1]1[C:10]2[C:5](=[CH:6][CH:7]=[CH:8][CH:9]=2)[CH2:4][CH2:3][CH2:2]1, predict the reactants needed to synthesize it. The reactants are: [C:1]1(=[O:11])[C:10]2[C:5](=[CH:6][CH:7]=[CH:8][CH:9]=2)[CH2:4][CH2:3][CH2:2]1. (6) Given the product [Cl:22][C:23]1[N:24]=[C:25]([C:30]([NH:1][C@H:2]2[CH2:7][CH2:6][N:5]([C:8]3[CH:9]=[C:10]([CH:16]=[C:17]([CH3:19])[CH:18]=3)[C:11]([O:13][CH2:14][CH3:15])=[O:12])[CH2:4][C@H:3]2[O:20][CH3:21])=[O:31])[NH:26][C:27]=1[CH2:28][CH3:29], predict the reactants needed to synthesize it. The reactants are: [NH2:1][C@H:2]1[CH2:7][CH2:6][N:5]([C:8]2[CH:9]=[C:10]([CH:16]=[C:17]([CH3:19])[CH:18]=2)[C:11]([O:13][CH2:14][CH3:15])=[O:12])[CH2:4][C@H:3]1[O:20][CH3:21].[Cl:22][C:23]1[N:24]=[C:25]([C:30](O)=[O:31])[NH:26][C:27]=1[CH2:28][CH3:29].CCN=C=NCCCN(C)C.Cl.C1C=CC2N(O)N=NC=2C=1.